Dataset: Full USPTO retrosynthesis dataset with 1.9M reactions from patents (1976-2016). Task: Predict the reactants needed to synthesize the given product. (1) Given the product [N:2]12[CH2:9][CH2:8][C:5]([C:10]([O:12][CH2:24][C:20]3[CH:21]=[CH:22][CH:23]=[C:18]([F:17])[CH:19]=3)=[O:11])([CH2:6][CH2:7]1)[CH2:4][CH2:3]2, predict the reactants needed to synthesize it. The reactants are: Cl.[N:2]12[CH2:9][CH2:8][C:5]([C:10]([OH:12])=[O:11])([CH2:6][CH2:7]1)[CH2:4][CH2:3]2.S(Cl)(Cl)=O.[F:17][C:18]1[CH:19]=[C:20]([CH2:24]O)[CH:21]=[CH:22][CH:23]=1. (2) Given the product [CH:17]([S:19][C:2]1[CH:9]=[CH:8][CH:7]=[CH:6][C:3]=1[CH:4]=[O:5])([CH3:18])[CH3:16], predict the reactants needed to synthesize it. The reactants are: F[C:2]1[CH:9]=[CH:8][CH:7]=[CH:6][C:3]=1[CH:4]=[O:5].C(=O)([O-])[O-].[K+].[K+].[CH3:16][CH:17]([SH:19])[CH3:18].